From a dataset of Full USPTO retrosynthesis dataset with 1.9M reactions from patents (1976-2016). Predict the reactants needed to synthesize the given product. (1) Given the product [Cl:14][C:9]1[CH:8]=[CH:7][C:5]2[N:6]=[C:2]([N:18]3[CH:19]4[CH2:22][CH2:23][N:15]([CH2:21][CH2:20]4)[CH2:16][CH2:17]3)[S:3][C:4]=2[C:10]=1[N+:11]([O-:13])=[O:12], predict the reactants needed to synthesize it. The reactants are: Cl[C:2]1[S:3][C:4]2[C:10]([N+:11]([O-:13])=[O:12])=[C:9]([Cl:14])[CH:8]=[CH:7][C:5]=2[N:6]=1.[N:15]12[CH2:23][CH2:22][CH:19]([CH2:20][CH2:21]1)[NH:18][CH2:17][CH2:16]2.C(=O)([O-])[O-].[K+].[K+]. (2) Given the product [F:13][C:14]1[CH:15]=[C:16]([CH:19]=[C:20]([F:22])[C:21]=1[Si:24]([CH3:27])([CH3:26])[CH3:25])[C:17]#[N:18], predict the reactants needed to synthesize it. The reactants are: C([Li])CCC.C(NC(C)C)(C)C.[F:13][C:14]1[CH:15]=[C:16]([CH:19]=[C:20]([F:22])[CH:21]=1)[C:17]#[N:18].Cl[Si:24]([CH3:27])([CH3:26])[CH3:25]. (3) Given the product [CH3:23][O:24][C:5]1[S:9][C:8]2=[N:10][C:11]([C:13]3[O:14][C:15]4[C:16](=[C:18]([OH:22])[CH:19]=[CH:20][CH:21]=4)[N:17]=3)=[CH:12][N:7]2[N:6]=1, predict the reactants needed to synthesize it. The reactants are: CS([C:5]1[S:9][C:8]2=[N:10][C:11]([C:13]3[O:14][C:15]4[C:16](=[C:18]([OH:22])[CH:19]=[CH:20][CH:21]=4)[N:17]=3)=[CH:12][N:7]2[N:6]=1)(=O)=O.[CH3:23][OH:24].C[O-].[Na+]. (4) Given the product [N:11]1([C:6]([C:5]2[CH:4]=[CH:3][C:2]([OH:1])=[CH:10][CH:9]=2)=[O:8])[CH2:14][CH2:13][CH2:12]1, predict the reactants needed to synthesize it. The reactants are: [OH:1][C:2]1[CH:10]=[CH:9][C:5]([C:6]([OH:8])=O)=[CH:4][CH:3]=1.[NH:11]1[CH2:14][CH2:13][CH2:12]1. (5) Given the product [CH3:27][N:25]([CH3:26])[CH:22]1[CH2:23][CH2:24][N:19]([C:17]([C:14]2[CH:13]=[CH:12][C:11]([C:8]3[CH:9]=[CH:10][C:5]4[N:6]([C:2]([C:33]5[CH:34]=[CH:35][C:30]([C:28]#[N:29])=[CH:31][CH:32]=5)=[CH:3][N:4]=4)[N:7]=3)=[CH:16][CH:15]=2)=[O:18])[CH2:20][CH2:21]1, predict the reactants needed to synthesize it. The reactants are: Br[C:2]1[N:6]2[N:7]=[C:8]([C:11]3[CH:16]=[CH:15][C:14]([C:17]([N:19]4[CH2:24][CH2:23][CH:22]([N:25]([CH3:27])[CH3:26])[CH2:21][CH2:20]4)=[O:18])=[CH:13][CH:12]=3)[CH:9]=[CH:10][C:5]2=[N:4][CH:3]=1.[C:28]([C:30]1[CH:35]=[CH:34][C:33](B(O)O)=[CH:32][CH:31]=1)#[N:29].[O-]P([O-])([O-])=O.[K+].[K+].[K+]. (6) Given the product [C:1]([NH:5][S:6]([C:9]1[CH:14]=[CH:13][C:12]([O:15][C:16]([F:19])([F:17])[F:18])=[CH:11][C:10]=1[B:28]([OH:33])[OH:29])(=[O:7])=[O:8])([CH3:4])([CH3:2])[CH3:3], predict the reactants needed to synthesize it. The reactants are: [C:1]([NH:5][S:6]([C:9]1[CH:14]=[CH:13][C:12]([O:15][C:16]([F:19])([F:18])[F:17])=[CH:11][CH:10]=1)(=[O:8])=[O:7])([CH3:4])([CH3:3])[CH3:2].C(=O)=O.C([Li])CCC.[B:28](OC(C)C)([O:33]C(C)C)[O:29]C(C)C.Cl. (7) The reactants are: [Br:1][C:2]1[C:3]([F:13])=[CH:4][C:5](F)=[C:6]([C:8](=[N:10][NH2:11])[CH3:9])[CH:7]=1. Given the product [Br:1][C:2]1[CH:7]=[C:6]2[C:5](=[CH:4][C:3]=1[F:13])[NH:11][N:10]=[C:8]2[CH3:9], predict the reactants needed to synthesize it.